This data is from Drug-target binding data from BindingDB using Ki measurements. The task is: Regression. Given a target protein amino acid sequence and a drug SMILES string, predict the binding affinity score between them. We predict pKi (pKi = -log10(Ki in M); higher means stronger inhibition). Dataset: bindingdb_ki. The small molecule is COc1ccccc1N1CCC(CNCC2COc3ccc(Cl)cc3O2)CC1. The target protein (P79399) has sequence VEARSRILKQTPNRTGKRLTRAQLITDSPGSTSSVTSINSRAPDLPSESGSPVYVNQVKVRVSDALLEKKKLMAARERKATKTLGIILGAFIVCWLPFFIISLAMPICKDACWFHLAIFDFFTWLGYLNSLINPIIYTMFNEDFKQAFHK. The pKi is 6.0.